Dataset: CYP2C9 inhibition data for predicting drug metabolism from PubChem BioAssay. Task: Regression/Classification. Given a drug SMILES string, predict its absorption, distribution, metabolism, or excretion properties. Task type varies by dataset: regression for continuous measurements (e.g., permeability, clearance, half-life) or binary classification for categorical outcomes (e.g., BBB penetration, CYP inhibition). Dataset: cyp2c9_veith. The result is 0 (non-inhibitor). The compound is N#Cc1ccc(CN2CC[C@@]3(CCCN(C(=O)c4cc(C(F)(F)F)cc(C(F)(F)F)c4)C3)C2)cc1.